Task: Predict the reactants needed to synthesize the given product.. Dataset: Full USPTO retrosynthesis dataset with 1.9M reactions from patents (1976-2016) Given the product [CH2:25]([O:28][C:29]1[C:30]([I:47])=[CH:31][C:32]2[CH:38]([CH3:39])[CH2:37][NH:36][CH2:35][CH2:34][C:33]=2[N:46]=1)[CH:26]=[CH2:27], predict the reactants needed to synthesize it. The reactants are: IC1C(O)=NC2CCN(C(=O)C(F)(F)F)CC(C)C=2C=1.C(Br)C=C.[CH2:25]([O:28][C:29]1[C:30]([I:47])=[CH:31][C:32]2[CH:38]([CH3:39])[CH2:37][N:36](C(=O)C(F)(F)F)[CH2:35][CH2:34][C:33]=2[N:46]=1)[CH:26]=[CH2:27].C([O-])([O-])=O.[K+].[K+].